From a dataset of Aqueous solubility values for 9,982 compounds from the AqSolDB database. Regression/Classification. Given a drug SMILES string, predict its absorption, distribution, metabolism, or excretion properties. Task type varies by dataset: regression for continuous measurements (e.g., permeability, clearance, half-life) or binary classification for categorical outcomes (e.g., BBB penetration, CYP inhibition). For this dataset (solubility_aqsoldb), we predict Y. (1) The molecule is CC(C)CC(C)(C)C. The Y is -4.67 log mol/L. (2) The compound is C=CCC=C. The Y is -2.09 log mol/L. (3) The drug is C=C1c2cccc(O)c2C(O)=C2C(=O)[C@]3(O)C(=O)/C(=C(/N)O)C(=O)[C@@H](N(C)C)[C@@H]3[C@@H](O)[C@H]12. The Y is -1.77 log mol/L. (4) The drug is CC(C)(C)NC(=O)C1N(C(=O)C(O)C(Cc2ccccc2)NC(=O)c2ccc(Cl)cc2)CSC1(C)C. The Y is -4.28 log mol/L. (5) The molecule is Clc1ccc(Cl)c(Oc2cc(Cl)c(Cl)cc2Cl)c1. The Y is -7.56 log mol/L.